Dataset: Full USPTO retrosynthesis dataset with 1.9M reactions from patents (1976-2016). Task: Predict the reactants needed to synthesize the given product. Given the product [Cl:1][C:2]1[N:3]=[C:4]([N:13]2[CH2:18][CH2:17][O:16][CH2:15][CH2:14]2)[CH:5]=[CH:6][C:7]=1[O:8][CH2:9][O:10][CH3:11], predict the reactants needed to synthesize it. The reactants are: [Cl:1][C:2]1[C:7]([O:8][CH2:9][O:10][CH3:11])=[CH:6][CH:5]=[C:4](I)[N:3]=1.[NH:13]1[CH2:18][CH2:17][O:16][CH2:15][CH2:14]1.N1CCC[C@H]1C(O)=O.C(=O)([O-])[O-].[K+].[K+].